The task is: Predict the product of the given reaction.. This data is from Forward reaction prediction with 1.9M reactions from USPTO patents (1976-2016). (1) Given the reactants [C:1]([C:3]1[C:8]([NH:9][CH3:10])=[CH:7][CH:6]=[CH:5][C:4]=1[NH:11][C:12]([NH:14]C(=O)C1C=CC=CC=1)=[O:13])#[N:2].[OH-].[Na+], predict the reaction product. The product is: [NH2:2][C:1]1[C:3]2[C:4](=[CH:5][CH:6]=[CH:7][C:8]=2[NH:9][CH3:10])[NH:11][C:12](=[O:13])[N:14]=1. (2) Given the reactants [NH:1]1[C:9]2[C:4](=[CH:5][CH:6]=[CH:7][CH:8]=2)[C:3]([CH2:10][N:11]2[CH2:15][CH2:14][C:13]3([CH2:19][CH2:18][NH:17][CH2:16]3)[C:12]2=[O:20])=[CH:2]1.CCN(C(C)C)C(C)C.Cl[C:31]1[CH:36]=[C:35]([C:37]([F:40])([F:39])[F:38])[N:34]=[CH:33][N:32]=1, predict the reaction product. The product is: [NH:1]1[C:9]2[C:4](=[CH:5][CH:6]=[CH:7][CH:8]=2)[C:3]([CH2:10][N:11]2[CH2:15][CH2:14][C:13]3([CH2:19][CH2:18][N:17]([C:31]4[CH:36]=[C:35]([C:37]([F:40])([F:39])[F:38])[N:34]=[CH:33][N:32]=4)[CH2:16]3)[C:12]2=[O:20])=[CH:2]1. (3) The product is: [N:1]1([C:7]2[CH:12]=[CH:11][C:10]([NH:13][C:14]([C:16]3[CH:17]=[C:18]([CH:30]=[CH:31][CH:32]=3)[CH2:19][S:20][CH2:21][CH2:22][C:23]([OH:25])=[O:24])=[O:15])=[C:9]([C:33](=[O:51])[NH:34][C:35]3[CH:40]=[N:39][C:38]([C:41]4[CH:46]=[CH:45][CH:44]=[C:43]([C:47]([F:50])([F:48])[F:49])[CH:42]=4)=[CH:37][N:36]=3)[CH:8]=2)[CH2:2][CH2:3][CH2:4][CH2:5][CH2:6]1. Given the reactants [N:1]1([C:7]2[CH:12]=[CH:11][C:10]([NH:13][C:14]([C:16]3[CH:17]=[C:18]([CH:30]=[CH:31][CH:32]=3)[CH2:19][S:20][CH2:21][CH2:22][C:23]([O:25]C(C)(C)C)=[O:24])=[O:15])=[C:9]([C:33](=[O:51])[NH:34][C:35]3[CH:40]=[N:39][C:38]([C:41]4[CH:46]=[CH:45][CH:44]=[C:43]([C:47]([F:50])([F:49])[F:48])[CH:42]=4)=[CH:37][N:36]=3)[CH:8]=2)[CH2:6][CH2:5][CH2:4][CH2:3][CH2:2]1.FC(F)(F)C(O)=O, predict the reaction product. (4) Given the reactants [CH3:1][O:2][C:3]1[CH:4]=[C:5]([CH:8]=[CH:9][C:10]=1[O:11][CH3:12])[CH:6]=O.C(O)(=O)[CH2:14][C:15]([OH:17])=[O:16].N1CCCCC1.[OH-].[Na+], predict the reaction product. The product is: [CH3:1][O:2][C:3]1[CH:4]=[C:5]([CH:6]=[CH:14][C:15]([OH:17])=[O:16])[CH:8]=[CH:9][C:10]=1[O:11][CH3:12]. (5) The product is: [CH2:1]([C:4]1[CH:9]=[C:8]([Br:10])[CH:7]=[C:6]([O:11][CH3:12])[C:5]=1[O:13][Si:20]([CH:27]([CH3:29])[CH3:28])([CH:24]([CH3:26])[CH3:25])[CH:21]([CH3:23])[CH3:22])[CH:2]=[CH2:3]. Given the reactants [CH2:1]([C:4]1[CH:9]=[C:8]([Br:10])[CH:7]=[C:6]([O:11][CH3:12])[C:5]=1[OH:13])[CH:2]=[CH2:3].N1C=CN=C1.Cl[Si:20]([CH:27]([CH3:29])[CH3:28])([CH:24]([CH3:26])[CH3:25])[CH:21]([CH3:23])[CH3:22].Cl, predict the reaction product. (6) Given the reactants Cl[C:2]1[N:7]=[CH:6][N:5]=[C:4]([C:8]2[CH:9]=[CH:10][C:11]([O:16][CH:17]3[CH2:22][CH2:21][O:20][CH2:19][CH2:18]3)=[C:12]([CH:15]=2)[C:13]#[N:14])[N:3]=1.[CH3:23][N:24]1[CH2:29][CH2:28][N:27]([C:30]2[CH:31]=[C:32]([CH:34]=[CH:35][CH:36]=2)[NH2:33])[CH2:26][CH2:25]1.C(N(CC)C(C)C)(C)C, predict the reaction product. The product is: [CH3:23][N:24]1[CH2:25][CH2:26][N:27]([C:30]2[CH:31]=[C:32]([NH:33][C:2]3[N:7]=[CH:6][N:5]=[C:4]([C:8]4[CH:9]=[CH:10][C:11]([O:16][CH:17]5[CH2:22][CH2:21][O:20][CH2:19][CH2:18]5)=[C:12]([CH:15]=4)[C:13]#[N:14])[N:3]=3)[CH:34]=[CH:35][CH:36]=2)[CH2:28][CH2:29]1. (7) The product is: [Cl:1][C:2]1[C:3]([N:17]2[CH2:18][CH2:19][CH:20]([C:23]([NH:56][S:53]([C:51]3[S:52][C:48]([Cl:47])=[CH:49][CH:50]=3)(=[O:55])=[O:54])=[O:25])[CH2:21][CH2:22]2)=[N:4][C:5]([O:15][CH3:16])=[C:6]([C:8]2[O:9][C:10]([CH2:13][CH3:14])=[CH:11][N:12]=2)[CH:7]=1. Given the reactants [Cl:1][C:2]1[C:3]([N:17]2[CH2:22][CH2:21][CH:20]([C:23]([OH:25])=O)[CH2:19][CH2:18]2)=[N:4][C:5]([O:15][CH3:16])=[C:6]([C:8]2[O:9][C:10]([CH2:13][CH3:14])=[CH:11][N:12]=2)[CH:7]=1.CCN=C=NCCCN(C)C.C1C=CC2N(O)N=NC=2C=1.[Cl:47][C:48]1[S:52][C:51]([S:53]([NH2:56])(=[O:55])=[O:54])=[CH:50][CH:49]=1.CCN(C(C)C)C(C)C, predict the reaction product.